This data is from Reaction yield outcomes from USPTO patents with 853,638 reactions. The task is: Predict the reaction yield, written as a fraction of the theoretical maximum amount of product (1.0 means a 100% yield; for example, 0.34 means a 34% yield). (1) The reactants are [F:1][C:2]1[CH:7]=[CH:6][C:5]([C@@:8]([NH:30][S@:31]([C:33]([CH3:36])([CH3:35])[CH3:34])=[O:32])([C:16]2[CH:21]=[C:20]([O:22][C:23]([F:28])([F:27])[CH:24]([F:26])[F:25])[CH:19]=[C:18]([F:29])[CH:17]=2)[CH2:9][C:10]2[CH:15]=[CH:14][CH:13]=[CH:12][CH:11]=2)=[CH:4][C:3]=1[OH:37].N1C=CC=[CH:40][CH:39]=1.C(B1OB(C=C)OB(C=C)O1)=C. The catalyst is C(Cl)Cl.CC([O-])=O.CC([O-])=O.[Cu+2]. The product is [F:1][C:2]1[CH:7]=[CH:6][C:5]([C@@:8]([NH:30][S@:31]([C:33]([CH3:34])([CH3:36])[CH3:35])=[O:32])([C:16]2[CH:21]=[C:20]([O:22][C:23]([F:27])([F:28])[CH:24]([F:25])[F:26])[CH:19]=[C:18]([F:29])[CH:17]=2)[CH2:9][C:10]2[CH:11]=[CH:12][CH:13]=[CH:14][CH:15]=2)=[CH:4][C:3]=1[O:37][CH:39]=[CH2:40]. The yield is 0.870. (2) The reactants are [Si:1](Cl)([C:14]([CH3:17])([CH3:16])[CH3:15])([C:8]1[CH:13]=[CH:12][CH:11]=[CH:10][CH:9]=1)[C:2]1[CH:7]=[CH:6][CH:5]=[CH:4][CH:3]=1.[OH:19][CH2:20][C:21]1([C@H:24]2[CH2:28][C:27](=[O:29])[N:26]([C@H:30]([C:32]3[CH:37]=[CH:36][CH:35]=[CH:34][CH:33]=3)[CH3:31])[CH2:25]2)[CH2:23][CH2:22]1.N1C=CN=C1. The catalyst is CN(C)C=O.C(OCC)(=O)C. The product is [O:19]([CH2:20][C:21]1([C@H:24]2[CH2:28][C:27](=[O:29])[N:26]([C@H:30]([C:32]3[CH:33]=[CH:34][CH:35]=[CH:36][CH:37]=3)[CH3:31])[CH2:25]2)[CH2:22][CH2:23]1)[Si:1]([C:14]([CH3:17])([CH3:16])[CH3:15])([C:8]1[CH:13]=[CH:12][CH:11]=[CH:10][CH:9]=1)[C:2]1[CH:7]=[CH:6][CH:5]=[CH:4][CH:3]=1. The yield is 0.860.